From a dataset of Full USPTO retrosynthesis dataset with 1.9M reactions from patents (1976-2016). Predict the reactants needed to synthesize the given product. Given the product [C:1]([O:5][C:6]([N:8]([CH2:10][C:11]1[CH:19]=[CH:18][C:14]([C:15]([NH:86][C:82]2[CH:81]=[C:80]([C:79]3[N:74]4[N:73]=[CH:72][C:71]([C:69]([O:68][CH2:66][CH3:67])=[O:70])=[C:75]4[N:76]=[CH:77][CH:78]=3)[CH:85]=[CH:84][CH:83]=2)=[O:16])=[CH:13][C:12]=1[C:20]([F:21])([F:22])[F:23])[CH3:9])=[O:7])([CH3:4])([CH3:2])[CH3:3], predict the reactants needed to synthesize it. The reactants are: [C:1]([O:5][C:6]([N:8]([CH2:10][C:11]1[CH:19]=[CH:18][C:14]([C:15](O)=[O:16])=[CH:13][C:12]=1[C:20]([F:23])([F:22])[F:21])[CH3:9])=[O:7])([CH3:4])([CH3:3])[CH3:2].CCN(C(C)C)C(C)C.C1CN([P+](ON2N=NC3C=CC=CC2=3)(N2CCCC2)N2CCCC2)CC1.F[P-](F)(F)(F)(F)F.[CH2:66]([O:68][C:69]([C:71]1[CH:72]=[N:73][N:74]2[C:79]([C:80]3[CH:85]=[CH:84][CH:83]=[C:82]([NH2:86])[CH:81]=3)=[CH:78][CH:77]=[N:76][C:75]=12)=[O:70])[CH3:67].